From a dataset of Catalyst prediction with 721,799 reactions and 888 catalyst types from USPTO. Predict which catalyst facilitates the given reaction. (1) Reactant: [NH2:1][C:2]1[CH:3]=[CH:4][C:5]([CH3:9])=[CH:6][C:7]=1[OH:8].[CH:10](OCC)(OCC)OCC. Product: [CH3:9][C:5]1[CH:4]=[CH:3][C:2]2[N:1]=[CH:10][O:8][C:7]=2[CH:6]=1. The catalyst class is: 11. (2) Reactant: [O:1]1[CH:5]=[CH:4][CH:3]=[C:2]1[C:6]1[N:11]=[C:10]2[NH:12][N:13]=[CH:14][C:9]2=[CH:8][C:7]=1[C:15]1[CH:20]=[CH:19][N:18]=[C:17](S(C)(=O)=O)[N:16]=1.C(N(CC)CC)C.[CH:32]1([NH2:35])[CH2:34][CH2:33]1. Product: [CH:32]1([NH:35][C:17]2[N:16]=[C:15]([C:7]3[CH:8]=[C:9]4[CH:14]=[N:13][NH:12][C:10]4=[N:11][C:6]=3[C:2]3[O:1][CH:5]=[CH:4][CH:3]=3)[CH:20]=[CH:19][N:18]=2)[CH2:34][CH2:33]1. The catalyst class is: 10. (3) Reactant: [CH2:1]([O:8][C:9]1[C:14]([C:15]([O:17]CC2C=CC=CC=2)=[O:16])=[CH:13][N:12]=[C:11]([N:25]2[CH:29]=[CH:28][CH:27]=[N:26]2)[N:10]=1)[C:2]1[CH:7]=[CH:6][CH:5]=[CH:4][CH:3]=1.C1COCC1.O.[OH-].[K+]. Product: [CH2:1]([O:8][C:9]1[C:14]([C:15]([OH:17])=[O:16])=[CH:13][N:12]=[C:11]([N:25]2[CH:29]=[CH:28][CH:27]=[N:26]2)[N:10]=1)[C:2]1[CH:3]=[CH:4][CH:5]=[CH:6][CH:7]=1. The catalyst class is: 14. (4) Reactant: [OH:1][CH:2]([CH3:6])[C:3](O)=[O:4].ClC(N(C)C)=C(C)C.[Br:15][C:16]1[CH:17]=[C:18]([NH2:24])[C:19]([O:22][CH3:23])=[N:20][CH:21]=1.CNC. Product: [Br:15][C:16]1[CH:17]=[C:18]([NH:24][C:3](=[O:4])[CH:2]([OH:1])[CH3:6])[C:19]([O:22][CH3:23])=[N:20][CH:21]=1. The catalyst class is: 2. (5) Reactant: [F:1][C:2]1[C:11]2[O:10][CH2:9][CH:8]=[CH:7][C:6]=2[C:5]([C:12]([NH2:14])=[O:13])=[CH:4][CH:3]=1.[N:15]([O-:17])=[O:16].[Na+].[I-].[K+]. The catalyst class is: 13. Product: [F:1][C:2]1[C:11]2[O:10][CH2:9][C:8]([N+:15]([O-:17])=[O:16])=[CH:7][C:6]=2[C:5]([C:12]([NH2:14])=[O:13])=[CH:4][CH:3]=1. (6) Reactant: [C:1]([O:5][C:6]([N:8]1[CH2:12][CH2:11][CH:10]([C:13](=[O:49])[NH:14][C:15]2[CH:16]=[C:17]3[C:21](=[CH:22][C:23]=2[CH2:24][O:25]C(=O)C)[N:20]([C:29]([C:42]2[CH:47]=[CH:46][CH:45]=[CH:44][CH:43]=2)([C:36]2[CH:41]=[CH:40][CH:39]=[CH:38][CH:37]=2)[C:30]2[CH:35]=[CH:34][CH:33]=[CH:32][CH:31]=2)[N:19]=[C:18]3[Br:48])[CH2:9]1)=[O:7])([CH3:4])([CH3:3])[CH3:2].[OH-].[Na+]. Product: [C:1]([O:5][C:6]([N:8]1[CH2:12][CH2:11][CH:10]([C:13](=[O:49])[NH:14][C:15]2[CH:16]=[C:17]3[C:21](=[CH:22][C:23]=2[CH2:24][OH:25])[N:20]([C:29]([C:36]2[CH:37]=[CH:38][CH:39]=[CH:40][CH:41]=2)([C:42]2[CH:47]=[CH:46][CH:45]=[CH:44][CH:43]=2)[C:30]2[CH:35]=[CH:34][CH:33]=[CH:32][CH:31]=2)[N:19]=[C:18]3[Br:48])[CH2:9]1)=[O:7])([CH3:4])([CH3:2])[CH3:3]. The catalyst class is: 242.